From a dataset of Forward reaction prediction with 1.9M reactions from USPTO patents (1976-2016). Predict the product of the given reaction. (1) Given the reactants [Mg].Br[C:3]1[CH:8]=[C:7]([O:9][CH3:10])[C:6]([O:11][CH3:12])=[C:5]([O:13][CH3:14])[CH:4]=1.[Br:15][C:16]1[CH:23]=[CH:22][C:19]([CH:20]=[O:21])=[CH:18][CH:17]=1.C1C=C[NH+]=CC=1.C1C=C[NH+]=CC=1.[O-][Cr](O[Cr]([O-])(=O)=O)(=O)=O, predict the reaction product. The product is: [Br:15][C:16]1[CH:23]=[CH:22][C:19]([C:20]([C:3]2[CH:8]=[C:7]([O:9][CH3:10])[C:6]([O:11][CH3:12])=[C:5]([O:13][CH3:14])[CH:4]=2)=[O:21])=[CH:18][CH:17]=1. (2) Given the reactants [F:1][C:2]([F:13])([F:12])[C:3]1[C:11]2[CH2:10][CH2:9][CH2:8][CH2:7][C:6]=2[NH:5][N:4]=1.CC(C)([O-])C.[K+].CN(C=O)C.Br[CH2:26][CH2:27][CH2:28][CH2:29][C:30]([O:32][CH3:33])=[O:31], predict the reaction product. The product is: [F:13][C:2]([F:1])([F:12])[C:3]1[C:11]2[CH2:10][CH2:9][CH2:8][CH2:7][C:6]=2[N:5]([CH2:26][CH2:27][CH2:28][CH2:29][C:30]([O:32][CH3:33])=[O:31])[N:4]=1. (3) Given the reactants Cl.[F:2][C:3]([F:35])([F:34])[C:4]1[CH:5]=[C:6]([C@H:14]([O:16][C@H:17]2[CH2:22][CH2:21][N:20]([C:23](=[O:27])[CH2:24][CH2:25][NH2:26])[CH2:19][C@H:18]2[C:28]2[CH:33]=[CH:32][CH:31]=[CH:30][CH:29]=2)[CH3:15])[CH:7]=[C:8]([C:10]([F:13])([F:12])[F:11])[CH:9]=1.[C:36](Cl)(=[O:41])[C:37]([CH3:40])([CH3:39])[CH3:38], predict the reaction product. The product is: [F:35][C:3]([F:2])([F:34])[C:4]1[CH:5]=[C:6]([C@H:14]([O:16][C@H:17]2[CH2:22][CH2:21][N:20]([C:23](=[O:27])[CH2:24][CH2:25][NH:26][C:36](=[O:41])[C:37]([CH3:40])([CH3:39])[CH3:38])[CH2:19][C@H:18]2[C:28]2[CH:29]=[CH:30][CH:31]=[CH:32][CH:33]=2)[CH3:15])[CH:7]=[C:8]([C:10]([F:11])([F:12])[F:13])[CH:9]=1. (4) Given the reactants [N+:1]([C:4]1[N:9]=[CH:8][C:7]([O:10][C:11]2[CH:12]=[CH:13][C:14]3[N:15]([CH:17]=[C:18]([NH:20][C:21]([CH:23]4[CH2:25][CH2:24]4)=[O:22])[N:19]=3)[CH:16]=2)=[CH:6][CH:5]=1)([O-])=O.[Cl-].[NH4+], predict the reaction product. The product is: [NH2:1][C:4]1[N:9]=[CH:8][C:7]([O:10][C:11]2[CH:12]=[CH:13][C:14]3[N:15]([CH:17]=[C:18]([NH:20][C:21]([CH:23]4[CH2:24][CH2:25]4)=[O:22])[N:19]=3)[CH:16]=2)=[CH:6][CH:5]=1. (5) The product is: [F:34][C:33]([F:35])([F:36])[C:31]1[CH:32]=[C:27]([CH:28]=[C:29]([C:37]([F:40])([F:38])[F:39])[CH:30]=1)[C:24]1[CH:25]=[CH:26][C:21]([CH2:20][C:12]2([S:9]([C:6]3[CH:7]=[CH:8][C:3]([O:2][CH3:1])=[CH:4][CH:5]=3)(=[O:10])=[O:11])[S:16][C:15](=[O:17])[NH:14][C:13]2=[O:18])=[CH:22][CH:23]=1. Given the reactants [CH3:1][O:2][C:3]1[CH:8]=[CH:7][C:6]([S:9]([CH:12]2[S:16][C:15](=[O:17])[NH:14][C:13]2=[O:18])(=[O:11])=[O:10])=[CH:5][CH:4]=1.Br[CH2:20][C:21]1[CH:26]=[CH:25][C:24]([C:27]2[CH:32]=[C:31]([C:33]([F:36])([F:35])[F:34])[CH:30]=[C:29]([C:37]([F:40])([F:39])[F:38])[CH:28]=2)=[CH:23][CH:22]=1.C(OCC)C, predict the reaction product. (6) Given the reactants [NH2:1][C:2]1[CH:7]=[CH:6][C:5](Br)=[C:4]([C:9]([F:12])([F:11])[F:10])[N:3]=1.[N:13]1([S:19]([C:22]2[CH:27]=[CH:26][C:25]([SH:28])=[CH:24][CH:23]=2)(=[O:21])=[O:20])[CH2:18][CH2:17][O:16][CH2:15][CH2:14]1.[Cl:29][C:30]1[CH:35]=[C:34]([C:36]([F:39])([F:38])[F:37])[CH:33]=[CH:32][C:31]=1[S:40](Cl)(=[O:42])=[O:41], predict the reaction product. The product is: [Cl:29][C:30]1[CH:35]=[C:34]([C:36]([F:38])([F:37])[F:39])[CH:33]=[CH:32][C:31]=1[S:40]([NH:1][C:2]1[CH:7]=[CH:6][C:5]([S:28][C:25]2[CH:24]=[CH:23][C:22]([S:19]([N:13]3[CH2:14][CH2:15][O:16][CH2:17][CH2:18]3)(=[O:21])=[O:20])=[CH:27][CH:26]=2)=[C:4]([C:9]([F:12])([F:11])[F:10])[N:3]=1)(=[O:42])=[O:41]. (7) Given the reactants [C:1]([O:5][CH:6]([C:11]1[CH:16]=[C:15]([N:17]([CH3:19])[CH3:18])[C:14]([O:20][C:21]2[CH:26]=[CH:25][CH:24]=[CH:23][CH:22]=2)=[CH:13][C:12]=1[C:27]1[CH:28]=[CH:29][C:30]2[O:35][CH2:34][CH2:33][CH2:32][C:31]=2[CH:36]=1)[C:7]([O:9]C)=[O:8])([CH3:4])([CH3:3])[CH3:2].[OH-].[K+], predict the reaction product. The product is: [C:1]([O:5][CH:6]([C:11]1[CH:16]=[C:15]([N:17]([CH3:19])[CH3:18])[C:14]([O:20][C:21]2[CH:26]=[CH:25][CH:24]=[CH:23][CH:22]=2)=[CH:13][C:12]=1[C:27]1[CH:28]=[CH:29][C:30]2[O:35][CH2:34][CH2:33][CH2:32][C:31]=2[CH:36]=1)[C:7]([OH:9])=[O:8])([CH3:4])([CH3:2])[CH3:3]. (8) Given the reactants C(OC([O:8][NH:9][C:10](=[O:35])[C:11]1[CH:16]=[CH:15][C:14]([N:17]2[CH2:22][CH:21]3[CH:19]([CH:20]3[NH:23][CH2:24][C:25]3[CH:34]=[CH:33][C:32]4[C:27](=[CH:28][CH:29]=[CH:30][CH:31]=4)[CH:26]=3)[CH2:18]2)=[CH:13][CH:12]=1)C)C(C)C.Cl, predict the reaction product. The product is: [OH:8][NH:9][C:10](=[O:35])[C:11]1[CH:16]=[CH:15][C:14]([N:17]2[CH2:22][CH:21]3[CH:19]([CH:20]3[NH:23][CH2:24][C:25]3[CH:34]=[CH:33][C:32]4[C:27](=[CH:28][CH:29]=[CH:30][CH:31]=4)[CH:26]=3)[CH2:18]2)=[CH:13][CH:12]=1.